Dataset: Full USPTO retrosynthesis dataset with 1.9M reactions from patents (1976-2016). Task: Predict the reactants needed to synthesize the given product. (1) The reactants are: C(Cl)CCl.C1C=CC2N(O)N=NC=2C=1.[C:15]([O:19][C:20]([N:22]1[CH:26]=[C:25]([CH2:27][CH2:28][CH2:29][C:30]([OH:32])=O)[N:24]=[C:23]1[NH2:33])=[O:21])([CH3:18])([CH3:17])[CH3:16].ON1C2C=CC=CC=2N=N1.Cl.C[N:46](C)[CH2:47][CH2:48][CH2:49][N:50]=[C:51]=[N:52]CC. Given the product [C:15]([O:19][C:20]([N:22]1[CH:26]=[C:25]([CH2:27][CH2:28][CH2:29][C:30](=[O:32])[NH:52][C:51]2[N:46]=[CH:47][CH:48]=[CH:49][N:50]=2)[N:24]=[C:23]1[NH2:33])=[O:21])([CH3:16])([CH3:17])[CH3:18], predict the reactants needed to synthesize it. (2) The reactants are: [OH:1][C:2]1[CH:7]=[C:6]([C:8]2[CH:13]=[CH:12][CH:11]=[CH:10][CH:9]=2)[N:5]=[C:4]([C:14]([OH:16])=O)[CH:3]=1.[N:17]1[C:25]2[C:20](=[N:21][CH:22]=[CH:23][CH:24]=2)[S:19][C:18]=1[C:26]1[CH:31]=[CH:30][CH:29]=[CH:28][C:27]=1[NH2:32].CN(C(ON1N=NC2C=CC=NC1=2)=[N+](C)C)C.F[P-](F)(F)(F)(F)F.CCN(C(C)C)C(C)C. Given the product [N:17]1[C:25]2[C:20](=[N:21][CH:22]=[CH:23][CH:24]=2)[S:19][C:18]=1[C:26]1[CH:31]=[CH:30][CH:29]=[CH:28][C:27]=1[NH:32][C:14]([C:4]1[CH:3]=[C:2]([OH:1])[CH:7]=[C:6]([C:8]2[CH:9]=[CH:10][CH:11]=[CH:12][CH:13]=2)[N:5]=1)=[O:16], predict the reactants needed to synthesize it. (3) Given the product [Cl:14][C:15]1[CH:20]=[C:19]([C:2]2[C:10]3[C:9]([NH2:11])=[CH:8][C:7]([CH3:12])=[N:6][C:5]=3[S:4][C:3]=2[CH3:13])[CH:18]=[CH:17][CH:16]=1, predict the reactants needed to synthesize it. The reactants are: Br[C:2]1[C:10]2[C:9]([NH2:11])=[CH:8][C:7]([CH3:12])=[N:6][C:5]=2[S:4][C:3]=1[CH3:13].[Cl:14][C:15]1[CH:16]=[C:17](B(O)O)[CH:18]=[CH:19][CH:20]=1.C(Cl)Cl.C([O-])([O-])=O.[Cs+].[Cs+]. (4) Given the product [CH:33]1([C:32]([C:24]2[CH:23]=[CH:22][CH:27]=[CH:26][C:25]=2[CH2:28][C:29]([OH:31])=[O:30])=[O:37])[CH2:34][CH2:35]1, predict the reactants needed to synthesize it. The reactants are: ClCCCC(Cl)=O.C(C1C=CC=CC=1CC(O)=O)C.C([C:22]1[CH:27]=[CH:26][C:25]([CH2:28][C:29]([OH:31])=[O:30])=[C:24]([C:32](=[O:37])[CH2:33][CH2:34][CH2:35]Cl)[CH:23]=1)C.[Li+].[OH-].